Task: Predict the reactants needed to synthesize the given product.. Dataset: Full USPTO retrosynthesis dataset with 1.9M reactions from patents (1976-2016) (1) Given the product [ClH:34].[F:1][C:2]1[CH:7]=[CH:6][CH:5]=[C:4]([OH:8])[C:3]=1[C:9]1[N:18]=[C:17]([N:19]2[CH2:23][CH2:22][C@@H:21]([NH:24][C:25](=[O:32])[O:26][CH2:27][C:28]([CH3:29])([CH3:30])[CH3:31])[CH2:20]2)[C:16]2[C:11](=[CH:12][C:13]([CH3:33])=[CH:14][CH:15]=2)[N:10]=1, predict the reactants needed to synthesize it. The reactants are: [F:1][C:2]1[CH:7]=[CH:6][CH:5]=[C:4]([OH:8])[C:3]=1[C:9]1[N:18]=[C:17]([N:19]2[CH2:23][CH2:22][C@@H:21]([NH:24][C:25](=[O:32])[O:26][CH2:27][C:28]([CH3:31])([CH3:30])[CH3:29])[CH2:20]2)[C:16]2[C:11](=[CH:12][C:13]([CH3:33])=[CH:14][CH:15]=2)[N:10]=1.[ClH:34].CCOCC. (2) Given the product [O:1]1[CH:5]=[CH:4][CH:3]=[C:2]1[CH2:6][NH:7][C:9]1[CH:14]=[C:13]([C:15]2[CH:20]=[CH:19][CH:18]=[CH:17][CH:16]=2)[N:12]=[C:11]([NH2:21])[N:10]=1, predict the reactants needed to synthesize it. The reactants are: [O:1]1[CH:5]=[CH:4][CH:3]=[C:2]1[CH2:6][NH2:7].Cl[C:9]1[CH:14]=[C:13]([C:15]2[CH:20]=[CH:19][CH:18]=[CH:17][CH:16]=2)[N:12]=[C:11]([NH2:21])[N:10]=1. (3) Given the product [C:1]([O:5][C:6](=[O:7])[NH:8][CH:9]([C:29](=[O:33])[N:30]([CH3:32])[CH3:31])[CH2:10][C:11]1[CH:12]=[CH:13][C:14]([O:15][C:16]2[CH:21]=[CH:20][CH:19]=[CH:18][C:17]=2[CH2:22][CH2:23][C:24](=[O:26])[NH:72][O:71][CH2:64][C:65]2[CH:70]=[CH:69][CH:68]=[CH:67][CH:66]=2)=[CH:27][CH:28]=1)([CH3:3])([CH3:4])[CH3:2], predict the reactants needed to synthesize it. The reactants are: [C:1]([O:5][C:6]([NH:8][CH:9]([C:29](=[O:33])[N:30]([CH3:32])[CH3:31])[CH2:10][C:11]1[CH:28]=[CH:27][C:14]([O:15][C:16]2[CH:21]=[CH:20][CH:19]=[CH:18][C:17]=2[CH2:22][CH2:23][C:24]([OH:26])=O)=[CH:13][CH:12]=1)=[O:7])([CH3:4])([CH3:3])[CH3:2].ON1C2C=CC=CC=2N=N1.Cl.CN(C)CCCN=C=NCC.C(N(CC)CC)C.Cl.[CH2:64]([O:71][NH2:72])[C:65]1[CH:70]=[CH:69][CH:68]=[CH:67][CH:66]=1. (4) The reactants are: [C:1]12([C:11]3[CH:12]=[C:13]([CH:17]=[CH:18][C:19]=3[O:20][CH3:21])[C:14]([OH:16])=O)[CH2:10][CH:5]3[CH2:6][CH:7]([CH2:9][CH:3]([CH2:4]3)[CH2:2]1)[CH2:8]2.[NH2:22][CH2:23][CH2:24][C:25]1[CH:30]=[CH:29][C:28]([OH:31])=[CH:27][CH:26]=1. Given the product [C:1]12([C:11]3[CH:12]=[C:13]([CH:17]=[CH:18][C:19]=3[O:20][CH3:21])[C:14]([NH:22][CH2:23][CH2:24][C:25]3[CH:30]=[CH:29][C:28]([OH:31])=[CH:27][CH:26]=3)=[O:16])[CH2:10][CH:5]3[CH2:6][CH:7]([CH2:9][CH:3]([CH2:4]3)[CH2:2]1)[CH2:8]2, predict the reactants needed to synthesize it. (5) Given the product [O:3]1[CH:7]=[CH:6][C:5]([C:8]2[CH:9]=[C:10]([C:14]([OH:16])=[O:15])[CH:11]=[N:12][CH:13]=2)=[CH:4]1, predict the reactants needed to synthesize it. The reactants are: [OH-].[Na+].[O:3]1[CH:7]=[CH:6][C:5]([C:8]2[CH:9]=[C:10]([C:14]([O:16]C)=[O:15])[CH:11]=[N:12][CH:13]=2)=[CH:4]1.C(O)(=O)CC(CC(O)=O)(C(O)=O)O.